The task is: Predict the product of the given reaction.. This data is from Forward reaction prediction with 1.9M reactions from USPTO patents (1976-2016). (1) Given the reactants [CH3:1][N:2]([CH3:10])[C:3]1[CH:8]=[CH:7][CH:6]=[CH:5][C:4]=1[Br:9].[CH3:11][O:12][S:13]([C:16]([F:19])([F:18])[F:17])(=[O:15])=[O:14], predict the reaction product. The product is: [F:17][C:16]([F:19])([F:18])[S:13]([O-:15])(=[O:14])=[O:12].[Br:9][C:4]1[CH:5]=[CH:6][CH:7]=[CH:8][C:3]=1[N+:2]([CH3:11])([CH3:10])[CH3:1]. (2) Given the reactants [CH:1]([NH:14][CH2:15][C:16]([O:18]CC)=[O:17])([C:8]1[CH:13]=[CH:12][CH:11]=[CH:10][CH:9]=1)[C:2]1[CH:7]=[CH:6][CH:5]=[CH:4][CH:3]=1.CO, predict the reaction product. The product is: [CH:1]([NH:14][CH2:15][C:16]([OH:18])=[O:17])([C:8]1[CH:9]=[CH:10][CH:11]=[CH:12][CH:13]=1)[C:2]1[CH:7]=[CH:6][CH:5]=[CH:4][CH:3]=1. (3) Given the reactants [OH:1][C:2]1[CH:9]=[CH:8][C:7]([N:10]2[CH:14]=[N:13][N:12]=[N:11]2)=[CH:6][C:3]=1[CH:4]=[O:5].[C:15](=O)([O-])[O-].[K+].[K+].IC.O, predict the reaction product. The product is: [CH3:15][O:1][C:2]1[CH:9]=[CH:8][C:7]([N:10]2[CH:14]=[N:13][N:12]=[N:11]2)=[CH:6][C:3]=1[CH:4]=[O:5]. (4) Given the reactants Br[C:2]1[CH:3]=[C:4]2[C:9](=[N:10][C:11]=1[N:12]1[CH2:17][CH2:16][O:15][CH2:14][CH2:13]1)[N:8]([C@@H:18]([CH:28]([CH3:30])[CH3:29])[CH2:19][O:20][Si:21]([C:24]([CH3:27])([CH3:26])[CH3:25])([CH3:23])[CH3:22])[CH:7]=[C:6]([C:31]([O:33][CH2:34][CH3:35])=[O:32])[C:5]2=[O:36].[F:37][C:38]1[CH:45]=[CH:44][C:41]([CH2:42][NH2:43])=[CH:40][CH:39]=1.C(=O)([O-])[O-].[Cs+].[Cs+].C1C=CC(P(C2C(C3C(P(C4C=CC=CC=4)C4C=CC=CC=4)=CC=C4C=3C=CC=C4)=C3C(C=CC=C3)=CC=2)C2C=CC=CC=2)=CC=1, predict the reaction product. The product is: [Si:21]([O:20][CH2:19][C@@H:18]([N:8]1[C:9]2[C:4](=[CH:3][C:2]([NH:43][CH2:42][C:41]3[CH:44]=[CH:45][C:38]([F:37])=[CH:39][CH:40]=3)=[C:11]([N:12]3[CH2:17][CH2:16][O:15][CH2:14][CH2:13]3)[N:10]=2)[C:5](=[O:36])[C:6]([C:31]([O:33][CH2:34][CH3:35])=[O:32])=[CH:7]1)[CH:28]([CH3:30])[CH3:29])([C:24]([CH3:27])([CH3:26])[CH3:25])([CH3:23])[CH3:22]. (5) Given the reactants [CH2:1]([C:3]1[CH:8]=[CH:7][C:6]([C:9]2[C:17]3[C:16](=O)[NH:15][CH:14]=[N:13][C:12]=3[O:11][C:10]=2[C:19]2[CH:24]=[CH:23][CH:22]=[CH:21][CH:20]=2)=[CH:5][CH:4]=1)[CH3:2].P(Cl)(Cl)([Cl:27])=O.N, predict the reaction product. The product is: [Cl:27][C:16]1[C:17]2[C:9]([C:6]3[CH:5]=[CH:4][C:3]([CH2:1][CH3:2])=[CH:8][CH:7]=3)=[C:10]([C:19]3[CH:24]=[CH:23][CH:22]=[CH:21][CH:20]=3)[O:11][C:12]=2[N:13]=[CH:14][N:15]=1. (6) Given the reactants Cl[C:2]1[N:11]=[C:10]([NH:12][CH2:13][CH:14]([C:21]2[CH:26]=[CH:25][CH:24]=[CH:23][CH:22]=2)[C:15]2[CH:20]=[CH:19][N:18]=[CH:17][CH:16]=2)[C:9]2[C:4](=[CH:5][CH:6]=[CH:7][CH:8]=2)[N:3]=1.[CH3:27][C:28]1[C:33](B(O)O)=[CH:32][N:31]2[CH:37]=[CH:38][N:39]=[C:30]2[CH:29]=1.C(NC1C2C(=CC=CC=2)N=C(C2SC3C=CC=CC=3C=2)N=1)(C1C=CC=CC=1)C1C=CC=CC=1, predict the reaction product. The product is: [CH3:27][C:28]1[C:33]([C:2]2[N:11]=[C:10]([NH:12][CH2:13][CH:14]([C:21]3[CH:26]=[CH:25][CH:24]=[CH:23][CH:22]=3)[C:15]3[CH:20]=[CH:19][N:18]=[CH:17][CH:16]=3)[C:9]3[C:4](=[CH:5][CH:6]=[CH:7][CH:8]=3)[N:3]=2)=[CH:32][N:31]2[CH:37]=[CH:38][N:39]=[C:30]2[CH:29]=1. (7) Given the reactants [C:1]1([C:18]2[CH:23]=[CH:22][CH:21]=[CH:20][CH:19]=2)[CH:6]=[CH:5][C:4]([O:7][CH2:8][C:9]2[CH:10]=[C:11]([C:15](O)=[O:16])[O:12][C:13]=2[CH3:14])=[CH:3][CH:2]=1.[CH3:24][C:25]1[CH:30]=[CH:29][CH:28]=[CH:27][C:26]=1[S:31]([NH2:34])(=[O:33])=[O:32].Cl.CN(C)CCCN=C=NCC, predict the reaction product. The product is: [C:1]1([C:18]2[CH:19]=[CH:20][CH:21]=[CH:22][CH:23]=2)[CH:2]=[CH:3][C:4]([O:7][CH2:8][C:9]2[CH:10]=[C:11]([C:15]([NH:34][S:31]([C:26]3[CH:27]=[CH:28][CH:29]=[CH:30][C:25]=3[CH3:24])(=[O:32])=[O:33])=[O:16])[O:12][C:13]=2[CH3:14])=[CH:5][CH:6]=1. (8) Given the reactants [CH2:1]([C:3]1[N:4]([CH2:13][C:14]2[CH:19]=[CH:18][CH:17]=[CH:16][CH:15]=2)[C:5]2[C:10]([CH:11]=1)=[C:9]([OH:12])[CH:8]=[CH:7][CH:6]=2)[CH3:2].[H-].[Na+].Br[CH2:23][C:24]([O:26][CH3:27])=[O:25], predict the reaction product. The product is: [CH3:27][O:26][C:24](=[O:25])[CH2:23][O:12][C:9]1[CH:8]=[CH:7][CH:6]=[C:5]2[C:10]=1[CH:11]=[C:3]([CH2:1][CH3:2])[N:4]2[CH2:13][C:14]1[CH:19]=[CH:18][CH:17]=[CH:16][CH:15]=1.